Dataset: Reaction yield outcomes from USPTO patents with 853,638 reactions. Task: Predict the reaction yield, written as a fraction of the theoretical maximum amount of product (1.0 means a 100% yield; for example, 0.34 means a 34% yield). The reactants are [CH3:1][N:2]([CH2:13][C:14]1[N:18]([CH2:19][C@H:20]2[CH2:25][CH2:24][CH2:23][NH:22][CH2:21]2)[C:17]2[CH:26]=[CH:27][CH:28]=[CH:29][C:16]=2[N:15]=1)[C@@H:3]1[C:12]2[N:11]=[CH:10][CH:9]=[CH:8][C:7]=2[CH2:6][CH2:5][CH2:4]1.[CH3:30][C:31]([O:34][C:35](=[O:72])[NH:36]/[C:37](/NCCCN1C2C=CC=CC=2N=C1CN(C)C1C2N=CC=CC=2CCC1)=[N:38]/[C:39](=[O:45])[O:40][C:41]([CH3:44])([CH3:43])[CH3:42])([CH3:33])[CH3:32]. No catalyst specified. The product is [CH3:1][N:2]([CH2:13][C:14]1[N:18]([CH2:19][C@H:20]2[CH2:25][CH2:24][CH2:23][N:22](/[C:37](/[NH:38][C:39](=[O:45])[O:40][C:41]([CH3:44])([CH3:43])[CH3:42])=[N:36]/[C:35](=[O:72])[O:34][C:31]([CH3:33])([CH3:32])[CH3:30])[CH2:21]2)[C:17]2[CH:26]=[CH:27][CH:28]=[CH:29][C:16]=2[N:15]=1)[C@@H:3]1[C:12]2[N:11]=[CH:10][CH:9]=[CH:8][C:7]=2[CH2:6][CH2:5][CH2:4]1. The yield is 0.800.